From a dataset of Peptide-MHC class I binding affinity with 185,985 pairs from IEDB/IMGT. Regression. Given a peptide amino acid sequence and an MHC pseudo amino acid sequence, predict their binding affinity value. This is MHC class I binding data. (1) The peptide sequence is GFYLSGHLF. The MHC is HLA-B15:42 with pseudo-sequence HLA-B15:42. The binding affinity (normalized) is 0.213. (2) The peptide sequence is SYLKPHIFE. The MHC is HLA-A30:01 with pseudo-sequence HLA-A30:01. The binding affinity (normalized) is 0.0847. (3) The peptide sequence is TNIRQAGVQY. The MHC is HLA-B54:01 with pseudo-sequence HLA-B54:01. The binding affinity (normalized) is 0. (4) The peptide sequence is VPRVHNQPQ. The MHC is HLA-B40:01 with pseudo-sequence HLA-B40:01. The binding affinity (normalized) is 0.0847. (5) The peptide sequence is NAMGADYYA. The MHC is HLA-A26:01 with pseudo-sequence HLA-A26:01. The binding affinity (normalized) is 0.0847. (6) The peptide sequence is RMGAAVTPY. The MHC is HLA-B15:01 with pseudo-sequence HLA-B15:01. The binding affinity (normalized) is 0.575.